Task: Predict the reactants needed to synthesize the given product.. Dataset: Full USPTO retrosynthesis dataset with 1.9M reactions from patents (1976-2016) The reactants are: [CH3:1][C:2]1([CH3:20])[CH2:7][CH2:6][CH:5]([C:8]2[CH:13]=[CH:12][CH:11]=[CH:10][C:9]=2[N:14]2[CH2:19][CH2:18][NH:17][CH2:16][CH2:15]2)[CH2:4][CH2:3]1.[O:21]1[CH:25]=[CH:24][C:23]([CH:26]=O)=[CH:22]1.C(O[BH-](OC(=O)C)OC(=O)C)(=O)C.[Na+].C(=O)([O-])O.[Na+]. Given the product [CH3:1][C:2]1([CH3:20])[CH2:3][CH2:4][CH:5]([C:8]2[CH:13]=[CH:12][CH:11]=[CH:10][C:9]=2[N:14]2[CH2:19][CH2:18][N:17]([CH2:26][C:23]3[CH:24]=[CH:25][O:21][CH:22]=3)[CH2:16][CH2:15]2)[CH2:6][CH2:7]1, predict the reactants needed to synthesize it.